From a dataset of Full USPTO retrosynthesis dataset with 1.9M reactions from patents (1976-2016). Predict the reactants needed to synthesize the given product. (1) Given the product [O:1]=[C:2]([C:25]1[CH:26]=[N:27][CH:28]=[CH:29][CH:30]=1)[CH:3]([CH2:18][C:19]1[CH:20]=[CH:21][CH:22]=[CH:23][CH:24]=1)[C:4]([O:6][CH2:7][C:8]1[CH:13]=[CH:12][CH:11]=[C:10]([C:14]([F:15])([F:16])[F:17])[CH:9]=1)=[O:5], predict the reactants needed to synthesize it. The reactants are: [OH:1][CH:2]([C:25]1[CH:26]=[N:27][CH:28]=[CH:29][CH:30]=1)[CH:3]([CH2:18][C:19]1[CH:24]=[CH:23][CH:22]=[CH:21][CH:20]=1)[C:4]([O:6][CH2:7][C:8]1[CH:13]=[CH:12][CH:11]=[C:10]([C:14]([F:17])([F:16])[F:15])[CH:9]=1)=[O:5].CC(OI1(OC(C)=O)(OC(C)=O)OC(=O)C2C=CC=CC1=2)=O.O. (2) Given the product [Cl:12][C:13]1[CH:18]=[CH:17][C:16]([CH:19]([C:32]2[C:31]3[C:35](=[C:36]([CH2:38][S:39]([CH3:42])(=[O:40])=[O:41])[CH:37]=[C:29]([F:28])[CH:30]=3)[NH:34][CH:33]=2)[CH:20]2[CH2:22][CH:21]2[C:23]#[N:24])=[C:15]([O:26][CH3:27])[CH:14]=1, predict the reactants needed to synthesize it. The reactants are: [Cl-].[In+3].[Cl-].[Cl-].FC(F)(F)C(O)=O.[Cl:12][C:13]1[CH:18]=[CH:17][C:16]([CH:19](O)[CH:20]2[CH2:22][CH:21]2[C:23]#[N:24])=[C:15]([O:26][CH3:27])[CH:14]=1.[F:28][C:29]1[CH:30]=[C:31]2[C:35](=[C:36]([CH2:38][S:39]([CH3:42])(=[O:41])=[O:40])[CH:37]=1)[NH:34][CH:33]=[CH:32]2.[Cl-].[NH4+]. (3) Given the product [CH3:1][O:2][C:3]([C:4]1[C:5]([CH3:6])=[N:19][O:9][C:8]=1[C:10]1[CH:11]=[N:12][C:13]([Cl:16])=[CH:14][CH:15]=1)=[O:17], predict the reactants needed to synthesize it. The reactants are: [CH3:1][O:2][C:3](=[O:17])[CH:4]([C:8]([C:10]1[CH:11]=[N:12][C:13]([Cl:16])=[CH:14][CH:15]=1)=[O:9])[C:5](=O)[CH3:6].Cl.[NH2:19]O. (4) Given the product [C:20]([C:22]1[CH:27]=[CH:26][C:25]([C:2]2[C:7]([O:19][CH2:18][CH:15]3[CH2:16][CH2:17]3)=[N:6][CH:5]=[C:4]([CH:3]=2)[C:9]([NH:31][C@@H:32]2[CH2:37][CH2:36][CH2:35][CH2:34][C@H:33]2[OH:38])=[O:11])=[CH:24][CH:23]=1)#[N:21], predict the reactants needed to synthesize it. The reactants are: Br[C:2]1[CH:3]=[C:4]([C:9]([OH:11])=O)[CH:5]=[N:6][C:7]=1Cl.N1[CH:17]=[CH:16][C:15]([CH2:18][OH:19])=CC=1.[C:20]([C:22]1[CH:27]=[CH:26][C:25](B(O)O)=[CH:24][CH:23]=1)#[N:21].[NH2:31][C@@H:32]1[CH2:37][CH2:36][CH2:35][CH2:34][C@H:33]1[OH:38]. (5) Given the product [Cl:1][C:2]1[CH:7]=[CH:6][C:5]([O:8][CH:9]2[CH2:10][CH2:11][CH:12]([OH:26])[CH2:13]2)=[C:4]([N+:14]([O-:16])=[O:15])[CH:3]=1, predict the reactants needed to synthesize it. The reactants are: [Cl:1][C:2]1[CH:7]=[CH:6][C:5]([O:8][CH:9]2[CH2:13][CH:12]=[CH:11][CH2:10]2)=[C:4]([N+:14]([O-:16])=[O:15])[CH:3]=1.B1C2CCCC1CCC2.[OH-:26].[Na+].OO. (6) The reactants are: [P+3]=[S:2].[CH:3]([NH2:5])=O.Br[CH:7]1[C:13](=O)[C:12]2[CH:15]=[CH:16][CH:17]=[CH:18][C:11]=2[O:10][C:9]2[CH:19]=[CH:20][CH:21]=[CH:22][C:8]1=2.[OH-].[Na+]. Given the product [S:2]1[C:13]2[C:12]3[CH:15]=[CH:16][CH:17]=[CH:18][C:11]=3[O:10][C:9]3[CH:19]=[CH:20][CH:21]=[CH:22][C:8]=3[C:7]=2[N:5]=[CH:3]1, predict the reactants needed to synthesize it.